This data is from HIV replication inhibition screening data with 41,000+ compounds from the AIDS Antiviral Screen. The task is: Binary Classification. Given a drug SMILES string, predict its activity (active/inactive) in a high-throughput screening assay against a specified biological target. (1) The drug is Cn1cnc([N+](=O)[O-])c1Sc1nc2ccccc2s1. The result is 0 (inactive). (2) The drug is CCCCOC(=O)C1CSSCC(NC(C)=O)C(=O)N1. The result is 0 (inactive). (3) The drug is Cc1ccc(-n2cc(-c3ccc(Cl)cc3)c3c2N=CN2N=C(c4cccs4)NC32)cc1. The result is 0 (inactive). (4) The compound is CCSC(C(COC(C)=O)OC(C)=O)S(=O)CC. The result is 0 (inactive).